From a dataset of Catalyst prediction with 721,799 reactions and 888 catalyst types from USPTO. Predict which catalyst facilitates the given reaction. (1) Reactant: CS(O[CH2:6][CH2:7][NH:8][S:9]([C:12]1[CH:17]=[CH:16][C:15]([C:18]2[C:19]3[C:20]4[CH:33]=[CH:32][S:31][C:21]=4[C:22](=[O:30])[NH:23][C:24]=3[CH:25]=[CH:26][C:27]=2[O:28]C)=[CH:14][CH:13]=1)(=[O:11])=[O:10])(=O)=O.[Cl-:34].[Al+3].[Cl-].[Cl-]. Product: [Cl:34][CH2:6][CH2:7][NH:8][S:9]([C:12]1[CH:17]=[CH:16][C:15]([C:18]2[C:19]3[C:20]4[CH:33]=[CH:32][S:31][C:21]=4[C:22](=[O:30])[NH:23][C:24]=3[CH:25]=[CH:26][C:27]=2[OH:28])=[CH:14][CH:13]=1)(=[O:11])=[O:10]. The catalyst class is: 68. (2) Reactant: [N+:1]([C:4]1[C:9]2[N:10]=[C:11]([NH:13][CH:14]3[CH2:19][CH2:18][NH:17][CH2:16][CH2:15]3)[O:12][C:8]=2[CH:7]=[CH:6][CH:5]=1)([O-:3])=[O:2].[CH2:20]([O:22][C:23]1[CH:24]=[C:25]([CH:28]=[C:29]([O:36][CH2:37][CH3:38])[C:30]=1[N:31]1[CH:35]=[CH:34][CH:33]=[CH:32]1)[CH:26]=O)[CH3:21].C([BH3-])#N.[Na+].C(N(C(C)C)C(C)C)C. Product: [CH2:20]([O:22][C:23]1[CH:24]=[C:25]([CH:28]=[C:29]([O:36][CH2:37][CH3:38])[C:30]=1[N:31]1[CH:35]=[CH:34][CH:33]=[CH:32]1)[CH2:26][N:17]1[CH2:18][CH2:19][CH:14]([NH:13][C:11]2[O:12][C:8]3[CH:7]=[CH:6][CH:5]=[C:4]([N+:1]([O-:3])=[O:2])[C:9]=3[N:10]=2)[CH2:15][CH2:16]1)[CH3:21]. The catalyst class is: 212. (3) Reactant: [H-].[H-].[H-].[H-].[Li+].[Al+3].CN(OC)[C:9]([C@@H:11]([NH:14][C:15](=[O:21])[O:16][C:17]([CH3:20])([CH3:19])[CH3:18])[CH2:12][CH3:13])=[O:10]. Product: [CH:9]([C@@H:11]([NH:14][C:15](=[O:21])[O:16][C:17]([CH3:20])([CH3:19])[CH3:18])[CH2:12][CH3:13])=[O:10]. The catalyst class is: 28. (4) Reactant: C[O:2][C:3](=O)[CH:4](CC)C(C)=O.[CH2:11]([OH:14])[CH2:12][OH:13].[CH3:15][C:16]1[CH:17]=[CH:18][C:19](S(O)(=O)=O)=[CH:20][CH:21]=1.[OH2:26]. Product: [CH2:3]([O:2][C:15](=[O:26])[CH:16]([C:21]1([CH2:20][CH3:19])[O:14][CH2:11][CH2:12][O:13]1)[CH2:17][CH3:18])[CH3:4]. The catalyst class is: 11. (5) Reactant: [OH:1][C:2]([C:4]([F:7])([F:6])[F:5])=[O:3].[CH2:8]([O:10][C:11]1[CH:39]=[CH:38][C:14]([CH2:15][N:16]2[C:24]3[CH:23]=[CH:22][C:21]([C:25]([N:27]4[CH2:32][CH2:31][CH:30]([CH3:33])[CH2:29][CH2:28]4)=[O:26])=[CH:20][C:19]=3[C:18]3[CH2:34][NH:35][CH2:36][CH2:37][C:17]2=3)=[CH:13][CH:12]=1)[CH3:9].Br[C:41]1[N:46]=[CH:45][CH:44]=[CH:43][N:42]=1.C([O-])([O-])=O.[K+].[K+]. Product: [CH2:8]([O:10][C:11]1[CH:12]=[CH:13][C:14]([CH2:15][N:16]2[C:24]3[CH:23]=[CH:22][C:21]([C:25]([N:27]4[CH2:28][CH2:29][CH:30]([CH3:33])[CH2:31][CH2:32]4)=[O:26])=[CH:20][C:19]=3[C:18]3[CH2:34][N:35]([C:41]4[N:46]=[CH:45][CH:44]=[CH:43][N:42]=4)[CH2:36][CH2:37][C:17]2=3)=[CH:38][CH:39]=1)[CH3:9].[C:2]([OH:3])([C:4]([F:7])([F:6])[F:5])=[O:1]. The catalyst class is: 174. (6) Reactant: [CH3:1]I.[SH:3][C:4]1[CH:5]=[C:6]([CH:10]=[CH:11][CH:12]=1)C(O)=O.[C:13](=[O:16])([O-])[O-].[K+].[K+].CN([CH:22]=[O:23])C. Product: [CH3:13][O:16][C:22](=[O:23])[C:6]1[CH:10]=[CH:11][CH:12]=[C:4]([S:3][CH3:1])[CH:5]=1. The catalyst class is: 13.